This data is from Reaction yield outcomes from USPTO patents with 853,638 reactions. The task is: Predict the reaction yield, written as a fraction of the theoretical maximum amount of product (1.0 means a 100% yield; for example, 0.34 means a 34% yield). (1) The reactants are C([O:4][C@@:5]1([CH2:45][CH3:46])[C:42]2[CH:41]=[C:40]3[N:11]([CH2:12][C:13]4[C:14]3=[N:15][C:16]3[C:17]5[C:18]=4[N:19]([CH2:35][CH2:36][CH2:37][CH2:38][CH3:39])[C:20]([CH2:26][NH:27][C:28]([O:30][C:31]([CH3:34])([CH3:33])[CH3:32])=[O:29])=[N:21][C:22]=5[CH:23]=[CH:24][CH:25]=3)[C:10](=[O:43])[C:9]=2[CH2:8][O:7][C:6]1=[O:44])(=O)C.NN.Cl. The catalyst is CO. The product is [C:31]([O:30][C:28]([NH:27][CH2:26][C:20]1[N:19]([CH2:35][CH2:36][CH2:37][CH2:38][CH3:39])[C:18]2=[C:13]3[CH2:12][N:11]4[C:40](=[CH:41][C:42]5[C@:5]([CH2:45][CH3:46])([OH:4])[C:6](=[O:44])[O:7][CH2:8][C:9]=5[C:10]4=[O:43])[C:14]3=[N:15][C:16]3[C:17]2=[C:22]([CH:23]=[CH:24][CH:25]=3)[N:21]=1)=[O:29])([CH3:32])([CH3:33])[CH3:34]. The yield is 0.630. (2) The reactants are [F:1][C:2]1[CH:7]=[CH:6][CH:5]=[CH:4][C:3]=1[SH:8].IC.[C:11](=O)([O-])[O-].[K+].[K+].C(O)(=O)CC(CC(O)=O)(C(O)=O)O. The catalyst is CN(C=O)C. The product is [F:1][C:2]1[CH:7]=[CH:6][CH:5]=[CH:4][C:3]=1[S:8][CH3:11]. The yield is 0.600. (3) The reactants are C(O[C:6]([N:8]1[CH2:13][CH2:12][N:11]([C:14]2[S:15][C:16]([CH3:28])=[C:17]([C:19]3[CH:24]=[CH:23][C:22]([C:25]([OH:27])=[O:26])=[CH:21][CH:20]=3)[N:18]=2)[CH2:10][CH2:9]1)=O)(C)(C)C.CC(O)=O.C(O[Na])(C)=O.C=O.[BH3-]C#N.[Na+]. The catalyst is Cl.O1CCOCC1. The product is [CH3:28][C:16]1[S:15][C:14]([N:11]2[CH2:10][CH2:9][N:8]([CH3:6])[CH2:13][CH2:12]2)=[N:18][C:17]=1[C:19]1[CH:24]=[CH:23][C:22]([C:25]([OH:27])=[O:26])=[CH:21][CH:20]=1. The yield is 0.950. (4) The reactants are [C:1]([O:5][C:6]([N:8]1[CH2:12][CH2:11][CH2:10][C:9]1=[O:13])=[O:7])([CH3:4])([CH3:3])[CH3:2].[C:14]1([Mg]Br)[CH:19]=[CH:18][CH:17]=[CH:16][CH:15]=1.Cl. The catalyst is C1COCC1. The product is [C:1]([O:5][C:6](=[O:7])[NH:8][CH2:12][CH2:11][CH2:10][C:9](=[O:13])[C:14]1[CH:19]=[CH:18][CH:17]=[CH:16][CH:15]=1)([CH3:4])([CH3:3])[CH3:2]. The yield is 0.960. (5) The reactants are [CH3:1][N:2]([CH3:19])[C:3](=[O:18])[C@H:4]([O:6][C:7]1[CH:16]=[CH:15][CH:14]=[C:13]2[C:8]=1[C:9](=O)[NH:10][CH:11]=[N:12]2)[CH3:5].C1(P(C2C=CC=CC=2)C2C=CC=CC=2)C=CC=CC=1.C(Cl)(Cl)(Cl)Cl.[S:44]1[CH:48]=[CH:47][N:46]=[C:45]1[CH2:49][N:50]1[C:58]2[C:53](=[CH:54][C:55]([NH2:59])=[CH:56][CH:57]=2)[CH:52]=[CH:51]1. The catalyst is ClCCCl. The product is [CH3:1][N:2]([CH3:19])[C:3](=[O:18])[C@H:4]([O:6][C:7]1[CH:16]=[CH:15][CH:14]=[C:13]2[C:8]=1[C:9]([NH:59][C:55]1[CH:54]=[C:53]3[C:58](=[CH:57][CH:56]=1)[N:50]([CH2:49][C:45]1[S:44][CH:48]=[CH:47][N:46]=1)[CH:51]=[CH:52]3)=[N:10][CH:11]=[N:12]2)[CH3:5]. The yield is 0.710. (6) The yield is 0.820. The catalyst is C(OCC)(=O)C. The reactants are [Cl-].[Al+3].[Cl-].[Cl-].ClC(Cl)C.[C:9]1([CH2:15][C:16](Cl)=[O:17])[CH:14]=[CH:13][CH:12]=[CH:11][CH:10]=1.[CH3:19][O:20][C:21]1[CH:26]=[CH:25][CH:24]=[CH:23][C:22]=1[C:27]1[C:28]([CH2:40][O:41][C:42](=[O:50])[C:43]2[CH:48]=[CH:47][C:46]([CH3:49])=[CH:45][CH:44]=2)=[C:29]2[C:34](=[CH:35][CH:36]=1)[NH:33][C:32]([CH3:38])([CH3:37])[CH:31]=[C:30]2[CH3:39]. The product is [CH3:19][O:20][C:21]1[CH:26]=[CH:25][C:24]([C:16](=[O:17])[CH2:15][C:9]2[CH:14]=[CH:13][CH:12]=[CH:11][CH:10]=2)=[CH:23][C:22]=1[C:27]1[C:28]([CH2:40][O:41][C:42](=[O:50])[C:43]2[CH:48]=[CH:47][C:46]([CH3:49])=[CH:45][CH:44]=2)=[C:29]2[C:34](=[CH:35][CH:36]=1)[NH:33][C:32]([CH3:38])([CH3:37])[CH:31]=[C:30]2[CH3:39]. (7) The reactants are [CH3:1][O:2][C:3]([C:5]1[CH:6]=[C:7]2[C:12](=[CH:13][CH:14]=1)[N:11]=[CH:10][C:9]([O:15][C:16]1[C:21]([Cl:22])=[CH:20][C:19]([NH2:23])=[CH:18][C:17]=1[Cl:24])=[CH:8]2)=[O:4].[Cl:25][C:26]1[CH:31]=[C:30]([Cl:32])[CH:29]=[CH:28][C:27]=1[S:33](Cl)(=[O:35])=[O:34].N1C=CC=CC=1.C([O-])(O)=O.[Na+]. The catalyst is C(Cl)Cl. The product is [CH3:1][O:2][C:3]([C:5]1[CH:6]=[C:7]2[C:12](=[CH:13][CH:14]=1)[N:11]=[CH:10][C:9]([O:15][C:16]1[C:17]([Cl:24])=[CH:18][C:19]([NH:23][S:33]([C:27]3[CH:28]=[CH:29][C:30]([Cl:32])=[CH:31][C:26]=3[Cl:25])(=[O:35])=[O:34])=[CH:20][C:21]=1[Cl:22])=[CH:8]2)=[O:4]. The yield is 0.410.